From a dataset of Forward reaction prediction with 1.9M reactions from USPTO patents (1976-2016). Predict the product of the given reaction. The product is: [CH3:1][C@H:2]([CH2:6][S:11]([CH3:15])(=[O:13])=[O:10])[C:3]([OH:5])=[O:4]. Given the reactants [CH3:1][C@H:2]([CH2:6]SC)[C:3]([OH:5])=[O:4].O[O:10][S:11]([O-:13])=O.[K+].[CH3:15]C(C)=O, predict the reaction product.